Dataset: Reaction yield outcomes from USPTO patents with 853,638 reactions. Task: Predict the reaction yield, written as a fraction of the theoretical maximum amount of product (1.0 means a 100% yield; for example, 0.34 means a 34% yield). (1) The reactants are FC(F)(F)[S:3]([O-])(=O)=O.[Yb+3].FC(F)(F)S([O-])(=O)=O.FC(F)(F)S([O-])(=O)=O.[C:26]1(S)[CH:31]=[CH:30][CH:29]=[CH:28][CH:27]=1.[O:33]1[C@H:42]([CH3:43])[C@H:34]1[C:35]([O:37][CH2:38][CH2:39][CH2:40][CH3:41])=O.O. The catalyst is C(Cl)Cl. The product is [OH:33][C@@H:34]([C@H:42]([C:26]1[CH:31]=[CH:30][CH:29]=[CH:28][CH:27]=1)[CH3:43])[C:35]([O:37][CH2:38][CH2:39][CH2:40][CH3:41])=[S:3]. The yield is 0.813. (2) The reactants are [CH:1]1([N:7]([CH:19]2[CH2:24][CH2:23][CH2:22][CH2:21][CH2:20]2)[C:8](=[O:18])[NH:9][C:10]2[S:11][CH:12]=[C:13]([C:15](O)=[O:16])[N:14]=2)[CH2:6][CH2:5][CH2:4][CH2:3][CH2:2]1.[CH3:25][O:26][C:27](=[O:31])[C@H:28]([CH3:30])[NH2:29]. No catalyst specified. The product is [CH3:25][O:26][C:27](=[O:31])[CH:28]([NH:29][C:15]([C:13]1[N:14]=[C:10]([NH:9][C:8]([N:7]([CH:1]2[CH2:2][CH2:3][CH2:4][CH2:5][CH2:6]2)[CH:19]2[CH2:20][CH2:21][CH2:22][CH2:23][CH2:24]2)=[O:18])[S:11][CH:12]=1)=[O:16])[CH3:30]. The yield is 0.170. (3) The reactants are [NH2:1][C:2]1[CH:17]=[C:16]([N+:18]([O-:20])=[O:19])[CH:15]=[CH:14][C:3]=1[C:4]([NH:6][C:7]1[CH:12]=[CH:11][CH:10]=[CH:9][C:8]=1[Cl:13])=[O:5].[Cl:21][CH2:22][C:23](Cl)=O. The catalyst is C(O)(=O)C. The product is [Cl:21][CH2:22][C:23]1[N:6]([C:7]2[CH:12]=[CH:11][CH:10]=[CH:9][C:8]=2[Cl:13])[C:4](=[O:5])[C:3]2[C:2](=[CH:17][C:16]([N+:18]([O-:20])=[O:19])=[CH:15][CH:14]=2)[N:1]=1. The yield is 0.560. (4) The catalyst is O. The product is [CH:34]([Si:17]([CH:14]([CH3:16])[CH3:15])([CH:31]([CH3:33])[CH3:32])[O:18][CH:19]1[C:25]2=[N:26][CH:27]=[CH:28][CH:29]=[C:24]2[CH2:23][C:22](=[O:30])[CH2:21][CH2:20]1)([CH3:36])[CH3:35]. The yield is 0.184. The reactants are C(Cl)(=O)C(Cl)=O.C(Cl)Cl.CS(C)=O.[CH:14]([Si:17]([CH:34]([CH3:36])[CH3:35])([CH:31]([CH3:33])[CH3:32])[O:18][CH:19]1[C:25]2=[N:26][CH:27]=[CH:28][CH:29]=[C:24]2[CH2:23][CH:22]([OH:30])[CH2:21][CH2:20]1)([CH3:16])[CH3:15]. (5) The reactants are CS(C)=O.FC(F)(F)C(OC(=O)C(F)(F)F)=O.[OH:18][C@@H:19]([C:40]1[CH:45]=[CH:44][CH:43]=[CH:42][CH:41]=1)[CH2:20][N:21]1[C:26]2=[N:27][C:28]([C:32]3[CH:37]=[CH:36][N:35]=[CH:34][N:33]=3)=[CH:29][C:30](=[O:31])[N:25]2[CH2:24][CH2:23][C:22]1([CH3:39])[CH3:38].C(N(CC)CC)C. The catalyst is ClCCl.O. The product is [CH3:38][C:22]1([CH3:39])[CH2:23][CH2:24][N:25]2[C:30](=[O:31])[CH:29]=[C:28]([C:32]3[CH:37]=[CH:36][N:35]=[CH:34][N:33]=3)[N:27]=[C:26]2[N:21]1[CH2:20][C:19](=[O:18])[C:40]1[CH:45]=[CH:44][CH:43]=[CH:42][CH:41]=1. The yield is 0.230. (6) The reactants are Cl.[CH:2]1[C:11]2[C:6](=[CH:7][CH:8]=[CH:9][CH:10]=2)[CH:5]=[CH:4][C:3]=1[C:12]1([CH2:17][C:18]([NH2:20])=[NH:19])[CH2:16][CH2:15][CH2:14][CH2:13]1.[C:21]([O:25][C:26]([C:28]1[C:33]([O:34][CH2:35][C:36]2[CH:41]=[CH:40][CH:39]=[CH:38][CH:37]=2)=[C:32]([OH:42])N=C(CC2(C3C=C(Cl)C=CC=3Cl)CCCC2)N=1)=[O:27])([CH3:24])([CH3:23])[CH3:22]. No catalyst specified. The product is [C:21]([O:25][C:26]([C:28]1[C:33]([O:34][CH2:35][C:36]2[CH:41]=[CH:40][CH:39]=[CH:38][CH:37]=2)=[C:32]([OH:42])[N:20]=[C:18]([CH2:17][C:12]2([C:3]3[CH:4]=[CH:5][C:6]4[C:11](=[CH:10][CH:9]=[CH:8][CH:7]=4)[CH:2]=3)[CH2:16][CH2:15][CH2:14][CH2:13]2)[N:19]=1)=[O:27])([CH3:24])([CH3:22])[CH3:23]. The yield is 0.452. (7) The catalyst is ClCCCl.O. The reactants are [NH2:1][C:2]1[CH:3]=[C:4]([OH:8])[CH:5]=[CH:6][CH:7]=1.[F:9][C:10]([F:23])([O:14][C:15]1[CH:16]=[C:17]([CH:20]=[CH:21][CH:22]=1)[CH:18]=O)[CH:11]([F:13])[F:12].C(O[BH-](OC(=O)C)OC(=O)C)(=O)C.[Na+].C(O)(=O)C. The yield is 0.780. The product is [F:9][C:10]([F:23])([O:14][C:15]1[CH:16]=[C:17]([CH2:18][NH:1][C:2]2[CH:3]=[C:4]([OH:8])[CH:5]=[CH:6][CH:7]=2)[CH:20]=[CH:21][CH:22]=1)[CH:11]([F:12])[F:13]. (8) The reactants are [NH2:1][C:2]([NH2:4])=[S:3].Br[CH2:6][C:7](=O)[C:8]([F:11])([F:10])[F:9].C(C1N=C(NC(NC2C=CC(OC)=CC=2C)=O)SC=1)C.COC1C=CC(N=C=O)=C(C)C=1. The catalyst is CN(C1C=CN=CC=1)C.C1COCC1. The product is [F:9][C:8]([F:11])([F:10])[C:7]1[N:1]=[C:2]([NH2:4])[S:3][CH:6]=1. The yield is 0.360. (9) The reactants are [Cl:1][C:2]1[C:7]([F:8])=[CH:6][CH:5]=[C:4]([Cl:9])[C:3]=1[CH:10]([O:12][C:13]1[C:14]([NH2:19])=[N:15][CH:16]=[CH:17][CH:18]=1)[CH3:11].[I:20]N1C(=O)CCC1=O. The catalyst is C(#N)C.C(O)(=O)C. The product is [I:20][C:17]1[CH:18]=[C:13]([O:12][CH:10]([C:3]2[C:4]([Cl:9])=[CH:5][CH:6]=[C:7]([F:8])[C:2]=2[Cl:1])[CH3:11])[C:14]([NH2:19])=[N:15][CH:16]=1. The yield is 0.500. (10) The reactants are [NH2:1][C:2]1[CH:11]=[C:10]([F:12])[CH:9]=[CH:8][C:3]=1[C:4]([O:6][CH3:7])=[O:5].O.C(=O)([O-])O.[Na+].[C:19](Cl)(Cl)=[S:20]. The catalyst is C(Cl)(Cl)Cl. The product is [F:12][C:10]1[CH:9]=[CH:8][C:3]([C:4]([O:6][CH3:7])=[O:5])=[C:2]([N:1]=[C:19]=[S:20])[CH:11]=1. The yield is 0.980.